From a dataset of Catalyst prediction with 721,799 reactions and 888 catalyst types from USPTO. Predict which catalyst facilitates the given reaction. (1) Reactant: C([O:5][CH2:6][CH:7]([CH2:12][CH3:13])[CH2:8][CH2:9][CH2:10][CH3:11])(=O)C=C.C(OC)(=[O:18])C(C)=C.C(O)(=O)C(C)=C.N.S(OOS([O-])(=O)=O)([O-])(=O)=O.[NH4+].[NH4+].C(N(CC([O-])=O)CC([O-])=O)CN(CC([O-])=O)CC([O-])=O.[Na+].[Na+].[Na+].[Na+].C(OO)(C)(C)C.S([O-])[O-].C=O.[Na+].[Na+]. Product: [CH3:11][CH2:10][CH2:9][CH2:8][CH:7]([C:6]([OH:5])=[O:18])[CH2:12][CH3:13]. The catalyst class is: 6. (2) Reactant: [CH3:1][C:2]([Si:5](Cl)([CH3:7])[CH3:6])([CH3:4])[CH3:3].[CH3:9][C:10]1[N:11]=[CH:12][N:13]([C@@H:15]([CH3:18])[CH2:16][OH:17])[CH:14]=1. Product: [Si:5]([O:17][CH2:16][C@@H:15]([N:13]1[CH:14]=[C:10]([CH3:9])[N:11]=[CH:12]1)[CH3:18])([C:2]([CH3:4])([CH3:3])[CH3:1])([CH3:7])[CH3:6]. The catalyst class is: 2. (3) Reactant: CN(C=O)C.[Cl:6]N1C(=O)CCC1=O.[Cl:14][C:15]1[CH:16]=[C:17]([CH:21]=[CH:22][CH:23]=1)[CH:18]=[N:19][OH:20]. Product: [Cl:14][C:15]1[CH:16]=[C:17]([C:18]([Cl:6])=[N:19][OH:20])[CH:21]=[CH:22][CH:23]=1. The catalyst class is: 27.